From a dataset of Full USPTO retrosynthesis dataset with 1.9M reactions from patents (1976-2016). Predict the reactants needed to synthesize the given product. (1) Given the product [Cl:19][C:20]1[CH:21]=[C:22]([NH:23][C:2]2[N:11]=[C:10]([NH:12][C:13]3[NH:14][N:15]=[C:16]([CH3:18])[CH:17]=3)[C:9]3[C:4](=[CH:5][CH:6]=[CH:7][CH:8]=3)[N:3]=2)[CH:24]=[CH:25][CH:26]=1, predict the reactants needed to synthesize it. The reactants are: Cl[C:2]1[N:11]=[C:10]([NH:12][C:13]2[NH:14][N:15]=[C:16]([CH3:18])[CH:17]=2)[C:9]2[C:4](=[CH:5][CH:6]=[CH:7][CH:8]=2)[N:3]=1.[Cl:19][C:20]1[CH:21]=[C:22]([CH:24]=[CH:25][CH:26]=1)[NH2:23].C([O-])([O-])=O.[K+].[K+]. (2) The reactants are: [CH2:1]([C:3]1([C:28]([OH:30])=O)[CH2:8][CH2:7][C:6]2[C:9]3[C:14]([NH:15][C:16]4[CH:17]=[C:18]5[C:22](=[CH:23][C:24]=4[O:25][CH3:26])[NH:21][N:20]=[CH:19]5)=[N:13][CH:12]=[N:11][C:10]=3[S:27][C:5]=2[CH2:4]1)[CH3:2].[CH2:31]([N:33](C(C)C)[CH:34](C)C)C.CNC.F[P-](F)(F)(F)(F)F.CN(C(=[N+](C)C)ON1C2=NC=CC=C2N=N1)C. Given the product [CH2:1]([C:3]1([C:28]([N:33]([CH3:34])[CH3:31])=[O:30])[CH2:8][CH2:7][C:6]2[C:9]3[C:14]([NH:15][C:16]4[CH:17]=[C:18]5[C:22](=[CH:23][C:24]=4[O:25][CH3:26])[NH:21][N:20]=[CH:19]5)=[N:13][CH:12]=[N:11][C:10]=3[S:27][C:5]=2[CH2:4]1)[CH3:2], predict the reactants needed to synthesize it. (3) The reactants are: P([O-])([O-])([O-])=O.[K+].[K+].[K+].[CH3:9][O:10][C:11]1[C:16]([NH2:17])=[CH:15][C:14](B2OC(C)(C)CC(C)(C)O2)=[CH:13][N:12]=1.Br[C:29]1[CH:30]=[C:31]([NH:44][C:45]([C:47]2[N:48]=[C:49]([CH2:52][N:53]3[CH2:58][C@H:57]([CH3:59])[O:56][C@H:55]([CH3:60])[CH2:54]3)[S:50][CH:51]=2)=[O:46])[C:32]2[C:36]([CH:37]=1)=[N:35][N:34]([CH:38]1[CH2:43][CH2:42][CH2:41][CH2:40][O:39]1)[CH:33]=2.O. Given the product [NH2:17][C:16]1[CH:15]=[C:14]([C:29]2[CH:30]=[C:31]([NH:44][C:45]([C:47]3[N:48]=[C:49]([CH2:52][N:53]4[CH2:58][C@H:57]([CH3:59])[O:56][C@H:55]([CH3:60])[CH2:54]4)[S:50][CH:51]=3)=[O:46])[C:32]3[C:36]([CH:37]=2)=[N:35][N:34]([CH:38]2[CH2:43][CH2:42][CH2:41][CH2:40][O:39]2)[CH:33]=3)[CH:13]=[N:12][C:11]=1[O:10][CH3:9], predict the reactants needed to synthesize it. (4) Given the product [F:24][C:19]1[CH:18]=[C:17]([CH2:16][C@@H:15]([C:10]2[C:9]([C:7]3[CH:6]=[CH:5][N:4]=[C:3]([C:1]([NH2:2])=[O:39])[CH:8]=3)=[CH:14][CH:13]=[CH:12][N:11]=2)[NH:25][C:26](=[O:38])[CH2:27][C:28]2[C:36]3[C:31](=[CH:32][CH:33]=[C:34]([F:37])[CH:35]=3)[NH:30][CH:29]=2)[CH:22]=[C:21]([F:23])[CH:20]=1, predict the reactants needed to synthesize it. The reactants are: [C:1]([C:3]1[CH:8]=[C:7]([C:9]2[C:10]([C@@H:15]([NH:25][C:26](=[O:38])[CH2:27][C:28]3[C:36]4[C:31](=[CH:32][CH:33]=[C:34]([F:37])[CH:35]=4)[NH:30][CH:29]=3)[CH2:16][C:17]3[CH:22]=[C:21]([F:23])[CH:20]=[C:19]([F:24])[CH:18]=3)=[N:11][CH:12]=[CH:13][CH:14]=2)[CH:6]=[CH:5][N:4]=1)#[N:2].[OH-:39].[K+].OO. (5) Given the product [C:1]1([C:14]2[CH:15]=[CH:16][CH:17]=[CH:18][CH:19]=2)[CH:2]=[CH:3][C:4]([C:7]2[O:13][C:10](=[O:12])[C:9](=[CH:25][C:24]3[CH:27]=[CH:28][CH:29]=[C:22]([C:21]([F:20])([F:30])[F:31])[CH:23]=3)[CH:8]=2)=[CH:5][CH:6]=1, predict the reactants needed to synthesize it. The reactants are: [C:1]1([C:14]2[CH:19]=[CH:18][CH:17]=[CH:16][CH:15]=2)[CH:6]=[CH:5][C:4]([C:7](=[O:13])[CH2:8][CH2:9][C:10]([OH:12])=O)=[CH:3][CH:2]=1.[F:20][C:21]([F:31])([F:30])[C:22]1[CH:23]=[C:24]([CH:27]=[CH:28][CH:29]=1)[CH:25]=O.C([O-])(=O)C.[Na+].